This data is from Merck oncology drug combination screen with 23,052 pairs across 39 cell lines. The task is: Regression. Given two drug SMILES strings and cell line genomic features, predict the synergy score measuring deviation from expected non-interaction effect. (1) Drug 1: CC(=O)OC1C(=O)C2(C)C(O)CC3OCC3(OC(C)=O)C2C(OC(=O)c2ccccc2)C2(O)CC(OC(=O)C(O)C(NC(=O)c3ccccc3)c3ccccc3)C(C)=C1C2(C)C. Drug 2: N#Cc1ccc(Cn2cncc2CN2CCN(c3cccc(Cl)c3)C(=O)C2)cc1. Cell line: A375. Synergy scores: synergy=33.7. (2) Drug 1: COc1cc(C2c3cc4c(cc3C(OC3OC5COC(C)OC5C(O)C3O)C3COC(=O)C23)OCO4)cc(OC)c1O. Drug 2: C#Cc1cccc(Nc2ncnc3cc(OCCOC)c(OCCOC)cc23)c1. Cell line: UACC62. Synergy scores: synergy=41.7. (3) Drug 1: CN1C(=O)C=CC2(C)C3CCC4(C)C(NC(=O)OCC(F)(F)F)CCC4C3CCC12. Drug 2: C=CCn1c(=O)c2cnc(Nc3ccc(N4CCN(C)CC4)cc3)nc2n1-c1cccc(C(C)(C)O)n1. Cell line: OVCAR3. Synergy scores: synergy=10.3.